Dataset: Reaction yield outcomes from USPTO patents with 853,638 reactions. Task: Predict the reaction yield, written as a fraction of the theoretical maximum amount of product (1.0 means a 100% yield; for example, 0.34 means a 34% yield). (1) The reactants are O[C:2]1[C:11]2[C:6](=[N:7][CH:8]=[CH:9][CH:10]=2)[N:5]([C:12]2[CH:17]=[CH:16][CH:15]=[C:14]([C:18]([F:21])([F:20])[F:19])[CH:13]=2)[C:4](=[O:22])[C:3]=1[C:23](=O)[CH2:24][C:25]1[CH:30]=[CH:29][C:28]([O:31][C:32]([F:35])([F:34])[F:33])=[CH:27][CH:26]=1.O.[NH2:38][NH2:39].C(=O)([O-])O.[Na+]. The catalyst is CN(C=O)C. The product is [F:33][C:32]([F:35])([F:34])[O:31][C:28]1[CH:29]=[CH:30][C:25]([CH2:24][C:23]2[C:3]3[C:4](=[O:22])[N:5]([C:12]4[CH:17]=[CH:16][CH:15]=[C:14]([C:18]([F:21])([F:19])[F:20])[CH:13]=4)[C:6]4[N:7]=[CH:8][CH:9]=[CH:10][C:11]=4[C:2]=3[NH:39][N:38]=2)=[CH:26][CH:27]=1. The yield is 0.630. (2) The reactants are Br[C:2]1[C:3]2[O:12][C:11]([C:13]3[CH:18]=[CH:17][C:16]([C:19]4([NH:23][C:24](=[O:30])[O:25][C:26]([CH3:29])([CH3:28])[CH3:27])[CH2:22][CH2:21][CH2:20]4)=[CH:15][CH:14]=3)=[C:10]([C:31]3[CH:36]=[CH:35][CH:34]=[CH:33][CH:32]=3)[C:4]=2[C:5](=[O:9])[N:6]([CH3:8])[CH:7]=1.[N:37]1[CH:42]=[C:41](B(O)O)[CH:40]=[N:39][CH:38]=1.P([O-])([O-])([O-])=O.[K+].[K+].[K+]. The catalyst is CN(C=O)C.O.C1C=CC([P]([Pd]([P](C2C=CC=CC=2)(C2C=CC=CC=2)C2C=CC=CC=2)([P](C2C=CC=CC=2)(C2C=CC=CC=2)C2C=CC=CC=2)[P](C2C=CC=CC=2)(C2C=CC=CC=2)C2C=CC=CC=2)(C2C=CC=CC=2)C2C=CC=CC=2)=CC=1. The product is [CH3:8][N:6]1[CH:7]=[C:2]([C:41]2[CH:42]=[N:37][CH:38]=[N:39][CH:40]=2)[C:3]2[O:12][C:11]([C:13]3[CH:14]=[CH:15][C:16]([C:19]4([NH:23][C:24](=[O:30])[O:25][C:26]([CH3:28])([CH3:27])[CH3:29])[CH2:20][CH2:21][CH2:22]4)=[CH:17][CH:18]=3)=[C:10]([C:31]3[CH:32]=[CH:33][CH:34]=[CH:35][CH:36]=3)[C:4]=2[C:5]1=[O:9]. The yield is 0.580. (3) The reactants are [Cl:1][C:2]1[CH:11]=[CH:10][CH:9]=[C:8]2[C:3]=1[N:4]=[CH:5][C:6](=O)[NH:7]2.P(Cl)(Cl)([Cl:15])=O. No catalyst specified. The product is [Cl:15][C:6]1[CH:5]=[N:4][C:3]2[C:8](=[CH:9][CH:10]=[CH:11][C:2]=2[Cl:1])[N:7]=1. The yield is 0.320.